Dataset: Forward reaction prediction with 1.9M reactions from USPTO patents (1976-2016). Task: Predict the product of the given reaction. (1) Given the reactants [Cl:1][C:2]1[CH:15]=[C:14]([N+:16]([O-])=O)[CH:13]=[CH:12][C:3]=1[O:4][CH2:5][C:6]1[CH:11]=[CH:10][CH:9]=[CH:8][N:7]=1.[Cl-].[NH4+], predict the reaction product. The product is: [Cl:1][C:2]1[CH:15]=[C:14]([CH:13]=[CH:12][C:3]=1[O:4][CH2:5][C:6]1[CH:11]=[CH:10][CH:9]=[CH:8][N:7]=1)[NH2:16]. (2) Given the reactants C([N:14]1[CH2:17][CH:16]([C:18]2([NH2:21])[CH2:20][CH2:19]2)[CH2:15]1)(C1C=CC=CC=1)C1C=CC=CC=1.[F:22][C:23]([F:34])([F:33])[C:24](O[C:24](=[O:25])[C:23]([F:34])([F:33])[F:22])=[O:25], predict the reaction product. The product is: [NH:14]1[CH2:15][CH:16]([C:18]2([NH:21][C:24](=[O:25])[C:23]([F:34])([F:33])[F:22])[CH2:19][CH2:20]2)[CH2:17]1. (3) Given the reactants [NH2:1][C:2]1[N:24]([CH2:25][CH3:26])[C:6]2[N:7]=[C:8]([NH:11][C:12]3[CH:17]=[CH:16][C:15]([C@@H:18]4[CH2:20][C@H:19]4[N:21]([CH3:23])[CH3:22])=[CH:14][CH:13]=3)[N:9]=[CH:10][C:5]=2[C:4](=[O:27])[C:3]=1[C:28]([NH2:30])=[O:29].CC[Cl:33], predict the reaction product. The product is: [ClH:33].[NH2:1][C:2]1[N:24]([CH2:25][CH3:26])[C:6]2[N:7]=[C:8]([NH:11][C:12]3[CH:13]=[CH:14][C:15]([C@@H:18]4[CH2:20][C@H:19]4[N:21]([CH3:23])[CH3:22])=[CH:16][CH:17]=3)[N:9]=[CH:10][C:5]=2[C:4](=[O:27])[C:3]=1[C:28]([NH2:30])=[O:29]. (4) The product is: [CH3:19][C@H:20]1[CH2:25][CH2:24][CH2:23][C@@H:22]([CH3:26])[N:21]1[C:2]([Cl:1])=[O:4]. Given the reactants [Cl:1][C:2](Cl)([O:4]C(=O)OC(Cl)(Cl)Cl)Cl.N1C=CC=CC=1.[CH3:19][C@H:20]1[CH2:25][CH2:24][CH2:23][C@@H:22]([CH3:26])[NH:21]1.Cl, predict the reaction product. (5) Given the reactants Cl[C:2]1[C:3]([O:16][CH2:17][C:18]2([C:24]#[N:25])[CH2:23][CH2:22][CH2:21][CH2:20][CH2:19]2)=[CH:4][C:5]([F:15])=[C:6]([CH:14]=1)[C:7]([O:9][C:10]([CH3:13])([CH3:12])[CH3:11])=[O:8].[CH:26]1(B(O)O)[CH2:28][CH2:27]1.P([O-])([O-])([O-])=O.[K+].[K+].[K+].F[B-](F)(F)F.C1(P(C2CCCCC2)C2CCCCC2)CCCCC1, predict the reaction product. The product is: [C:24]([C:18]1([CH2:17][O:16][C:3]2[C:2]([CH:26]3[CH2:28][CH2:27]3)=[CH:14][C:6]([C:7]([O:9][C:10]([CH3:13])([CH3:12])[CH3:11])=[O:8])=[C:5]([F:15])[CH:4]=2)[CH2:23][CH2:22][CH2:21][CH2:20][CH2:19]1)#[N:25]. (6) Given the reactants [CH:1]1([CH2:7][C:8]([NH:10][C:11]2[CH:16]=[CH:15][CH:14]=[CH:13][C:12]=2[CH2:17][CH2:18][N:19]2[CH2:24][CH2:23][CH:22]([N:25]([C:33]3[CH:38]=[CH:37][C:36]([CH3:39])=[CH:35][CH:34]=3)[C:26]([C:28]3[O:29][CH:30]=[CH:31][CH:32]=3)=[O:27])[CH2:21][CH2:20]2)=[O:9])[CH2:6][CH2:5][CH2:4][CH2:3][CH2:2]1.Br[CH2:41][C:42]([O:44][C:45]([CH3:48])([CH3:47])[CH3:46])=[O:43].[H-].[Na+], predict the reaction product. The product is: [C:36]1([CH3:39])[CH:35]=[CH:34][C:33]([N:25]([CH:22]2[CH2:21][CH2:20][N:19]([CH2:18][CH2:17][C:12]3[CH:13]=[CH:14][CH:15]=[CH:16][C:11]=3[N:10]([CH2:41][C:42]([O:44][C:45]([CH3:48])([CH3:47])[CH3:46])=[O:43])[C:8](=[O:9])[CH2:7][CH:1]3[CH2:6][CH2:5][CH2:4][CH2:3][CH2:2]3)[CH2:24][CH2:23]2)[C:26]([C:28]2[O:29][CH:30]=[CH:31][CH:32]=2)=[O:27])=[CH:38][CH:37]=1.